Dataset: Reaction yield outcomes from USPTO patents with 853,638 reactions. Task: Predict the reaction yield, written as a fraction of the theoretical maximum amount of product (1.0 means a 100% yield; for example, 0.34 means a 34% yield). The product is [Br:1][C:2]1[CH:7]=[C:6]([F:8])[CH:5]=[C:4]2[C:3]=1[N:9]=[C:12]([CH3:13])[CH:11]=[CH:10]2. The yield is 0.850. The catalyst is Cl.[Cl-].[Cl-].[Zn+2].CCOCC. The reactants are [Br:1][C:2]1[CH:7]=[C:6]([F:8])[CH:5]=[CH:4][C:3]=1[NH2:9].[CH:10](=O)/[CH:11]=[CH:12]/[CH3:13].O.[NH4+].[OH-].